This data is from Reaction yield outcomes from USPTO patents with 853,638 reactions. The task is: Predict the reaction yield, written as a fraction of the theoretical maximum amount of product (1.0 means a 100% yield; for example, 0.34 means a 34% yield). (1) The reactants are [CH3:1][CH:2]([N:4]1[C:12](/[CH:13]=[CH:14]/[C@H:15]([OH:24])[CH2:16][C@H:17]([OH:23])[CH2:18][C:19]([O:21]C)=[O:20])=[C:11]([C:25]2[CH:30]=[CH:29][C:28]([F:31])=[CH:27][CH:26]=2)[C:10]2[C:5]1=[CH:6][CH:7]=[CH:8][CH:9]=2)[CH3:3].[OH-].[Na+:33].C(O)CCC. The catalyst is C(#N)C. The product is [CH3:3][CH:2]([N:4]1[C:12](/[CH:13]=[CH:14]/[CH:15]([OH:24])[CH2:16][CH:17]([OH:23])[CH2:18][C:19]([O-:21])=[O:20])=[C:11]([C:25]2[CH:26]=[CH:27][C:28]([F:31])=[CH:29][CH:30]=2)[C:10]2[CH:9]=[CH:8][CH:7]=[CH:6][C:5]1=2)[CH3:1].[Na+:33]. The yield is 0.962. (2) The reactants are [C:1]1(P(C2C=CC=CC=2)C2C=CC=CC=2)[CH:6]=CC=C[CH:2]=1.[NH2:20][C@H:21]([C:27]([OH:29])=[O:28])[CH2:22][CH2:23][C:24](=[O:26])[NH2:25].[OH-:30].[K+].[N+:32]([O-])(O)=O. The catalyst is CCOCC.C1CCCCC1.O.ClCCl. The product is [NH2:32][C@H:1]([C:6]([NH:20][C@H:21]([C:27]([OH:29])=[O:28])[CH2:22][CH2:23][C:24](=[O:26])[NH2:25])=[O:30])[CH3:2]. The yield is 0.600.